Task: Predict the product of the given reaction.. Dataset: Forward reaction prediction with 1.9M reactions from USPTO patents (1976-2016) (1) Given the reactants [F:1][C:2]1[CH:3]=[C:4]([C@H:9]2[CH2:13][CH2:12][CH2:11][N:10]2[C:14]2[CH:19]=[CH:18][N:17]3[N:20]=[CH:21][C:22]([C:23]([OH:25])=O)=[C:16]3[N:15]=2)[C:5]([CH3:8])=[N:6][CH:7]=1.C1C=C[C:29]2N(O)N=[N:32][C:30]=2[CH:31]=1.CCN=C=NCCCN(C)C.C(N(CC)CC)C.C1(N)CC1, predict the reaction product. The product is: [CH:30]1([NH:32][C:23]([C:22]2[CH:21]=[N:20][N:17]3[CH:18]=[CH:19][C:14]([N:10]4[CH2:11][CH2:12][CH2:13][CH:9]4[C:4]4[C:5]([CH3:8])=[N:6][CH:7]=[C:2]([F:1])[CH:3]=4)=[N:15][C:16]=23)=[O:25])[CH2:31][CH2:29]1. (2) The product is: [Cl:1][C:2]1[CH:9]=[CH:8][C:5]([CH2:6][Cl:14])=[C:4]([O:10][CH3:11])[CH:3]=1. Given the reactants [Cl:1][C:2]1[CH:9]=[CH:8][C:5]([CH2:6]O)=[C:4]([O:10][CH3:11])[CH:3]=1.S(Cl)([Cl:14])=O, predict the reaction product. (3) The product is: [Cl:8][C:5]1[N:4]=[CH:3][C:2]([C:11]2[CH:10]=[CH:9][C:18]3[C:13](=[CH:14][CH:15]=[CH:16][CH:17]=3)[CH:12]=2)=[CH:7][N:6]=1. Given the reactants Br[C:2]1[CH:3]=[N:4][C:5]([Cl:8])=[N:6][CH:7]=1.[CH:9]1[C:18]2[C:13](=[CH:14][CH:15]=[CH:16][CH:17]=2)[CH:12]=[CH:11][C:10]=1B(O)O.[F-].[K+], predict the reaction product. (4) Given the reactants Br[C:2]1[CH:3]=[C:4]2[C:9](=[C:10]([CH:12]([O:14][CH2:15][C:16]3([C:29]4[CH:34]=[CH:33][C:32]([F:35])=[CH:31][CH:30]=4)[CH2:21][CH2:20][N:19]([C:22]([O:24][C:25]([CH3:28])([CH3:27])[CH3:26])=[O:23])[CH2:18][CH2:17]3)[CH3:13])[CH:11]=1)[N:8]=[CH:7][CH:6]=[CH:5]2.[CH:36]1(B(O)O)[CH2:38][CH2:37]1.C(=O)([O-])[O-].[Cs+].[Cs+], predict the reaction product. The product is: [CH:36]1([C:2]2[CH:3]=[C:4]3[C:9](=[C:10]([CH:12]([O:14][CH2:15][C:16]4([C:29]5[CH:34]=[CH:33][C:32]([F:35])=[CH:31][CH:30]=5)[CH2:17][CH2:18][N:19]([C:22]([O:24][C:25]([CH3:28])([CH3:27])[CH3:26])=[O:23])[CH2:20][CH2:21]4)[CH3:13])[CH:11]=2)[N:8]=[CH:7][CH:6]=[CH:5]3)[CH2:38][CH2:37]1.